From a dataset of Full USPTO retrosynthesis dataset with 1.9M reactions from patents (1976-2016). Predict the reactants needed to synthesize the given product. Given the product [C:1]([Si:5]([CH3:7])([CH3:6])[O:8][C:9]1[CH:14]=[CH:13][C:12]([C:15]([C:18]2[CH:23]=[CH:22][C:21]([C:24]#[C:25][C:39]([C:41]3([CH3:47])[CH2:46][CH2:45][CH2:44][CH2:43][CH2:42]3)=[O:40])=[C:20]([CH3:26])[CH:19]=2)([CH2:27][CH3:28])[CH2:16][CH3:17])=[CH:11][C:10]=1[CH3:29])([CH3:4])([CH3:3])[CH3:2], predict the reactants needed to synthesize it. The reactants are: [C:1]([Si:5]([O:8][C:9]1[CH:14]=[CH:13][C:12]([C:15]([CH2:27][CH3:28])([C:18]2[CH:23]=[CH:22][C:21]([C:24]#[CH:25])=[C:20]([CH3:26])[CH:19]=2)[CH2:16][CH3:17])=[CH:11][C:10]=1[CH3:29])([CH3:7])[CH3:6])([CH3:4])([CH3:3])[CH3:2].CCCCCC.CON(C)[C:39]([C:41]1([CH3:47])[CH2:46][CH2:45][CH2:44][CH2:43][CH2:42]1)=[O:40].C(OCC)(=O)C.